Dataset: Catalyst prediction with 721,799 reactions and 888 catalyst types from USPTO. Task: Predict which catalyst facilitates the given reaction. Reactant: C(=O)([O-])[O-].[Cs+].[Cs+].[OH:7][C:8]1[CH:15]=[C:14]([O:16][CH2:17][C:18]2[C:19]([CH3:30])=[C:20]([C:24]3[CH:29]=[CH:28][CH:27]=[CH:26][CH:25]=3)[CH:21]=[CH:22][CH:23]=2)[CH:13]=[CH:12][C:9]=1[CH:10]=[O:11].Br[CH2:32][C:33]1[CH:34]=[C:35]([CH:38]=[CH:39][CH:40]=1)[C:36]#[N:37]. Product: [CH:10]([C:9]1[CH:12]=[CH:13][C:14]([O:16][CH2:17][C:18]2[C:19]([CH3:30])=[C:20]([C:24]3[CH:29]=[CH:28][CH:27]=[CH:26][CH:25]=3)[CH:21]=[CH:22][CH:23]=2)=[CH:15][C:8]=1[O:7][CH2:32][C:33]1[CH:34]=[C:35]([CH:38]=[CH:39][CH:40]=1)[C:36]#[N:37])=[O:11]. The catalyst class is: 9.